This data is from HIV replication inhibition screening data with 41,000+ compounds from the AIDS Antiviral Screen. The task is: Binary Classification. Given a drug SMILES string, predict its activity (active/inactive) in a high-throughput screening assay against a specified biological target. The molecule is O=C(O)CCC1(C(=O)O)NC(C(=O)O)Cc2nc[nH]c21. The result is 0 (inactive).